From a dataset of Reaction yield outcomes from USPTO patents with 853,638 reactions. Predict the reaction yield, written as a fraction of the theoretical maximum amount of product (1.0 means a 100% yield; for example, 0.34 means a 34% yield). (1) The reactants are O=[C:2]([CH2:8][C:9]([O:11][CH3:12])=[O:10])[CH2:3][C:4]([O:6][CH3:7])=[O:5].[CH3:13][O:14][C:15]1[CH:20]=[CH:19][C:18]([CH2:21][NH2:22])=[CH:17][CH:16]=1.[CH3:23][C:24]([O-])=O.[Na+].ClCC=O. The catalyst is O1CCOCC1. The product is [CH3:7][O:6][C:4](=[O:5])[CH2:3][C:2]1[N:22]([CH2:21][C:18]2[CH:19]=[CH:20][C:15]([O:14][CH3:13])=[CH:16][CH:17]=2)[CH:23]=[CH:24][C:8]=1[C:9]([O:11][CH3:12])=[O:10]. The yield is 0.200. (2) The reactants are C(OC(=O)[NH:7][C:8]1[CH:9]=[C:10]([C:22]2[CH:27]=[CH:26][CH:25]=[CH:24][C:23]=2[S:28]([C:31]([F:34])([F:33])[F:32])(=[O:30])=[O:29])[CH:11]=[CH:12][C:13]=1[NH:14]C(OC(C)(C)C)=O)(C)(C)C. The catalyst is Cl.O1CCOCC1. The product is [F:33][C:31]([F:32])([F:34])[S:28]([C:23]1[CH:24]=[CH:25][CH:26]=[CH:27][C:22]=1[C:10]1[CH:11]=[CH:12][C:13]([NH2:14])=[C:8]([NH2:7])[CH:9]=1)(=[O:29])=[O:30]. The yield is 0.980. (3) The reactants are [NH2:1][C:2]1[CH:7]=[CH:6][C:5]([Br:8])=[CH:4][N:3]=1.C([O:12]/[C:13](/[C:23](OC)=[O:24])=[C:14](/OC(=O)C)\[C:15]([O:17][CH3:18])=[O:16])(=O)C. The catalyst is C(O)(=O)C.CO. The product is [CH3:18][O:17][C:15]([C:14]1[N:1]=[C:2]2[CH:7]=[CH:6][C:5]([Br:8])=[CH:4][N:3]2[C:23](=[O:24])[C:13]=1[OH:12])=[O:16]. The yield is 0.0200. (4) The reactants are Cl[CH2:2][C:3]([O:5]C(C)(C)C)=[O:4].[CH2:10]([O:12][CH2:13][CH2:14][O:15][CH2:16][CH2:17][OH:18])[CH3:11].[OH-].[Na+]. The catalyst is O1CCOCC1.O.C1OCCOCCOCCOCCOCCOC1. The product is [CH2:10]([O:12][CH2:13][CH2:14][O:15][CH2:16][CH2:17][O:18][CH2:2][C:3]([OH:5])=[O:4])[CH3:11]. The yield is 0.730. (5) The reactants are Br[C:2]1[N:3]=[C:4]([C:23]2[O:24][C:25]([C:28]3[CH:33]=[CH:32][CH:31]=[CH:30][CH:29]=3)=[N:26][N:27]=2)[C:5]([N:8]([C:16]([O:18][C:19]([CH3:22])([CH3:21])[CH3:20])=[O:17])[C:9](=[O:15])[O:10][C:11]([CH3:14])([CH3:13])[CH3:12])=[N:6][CH:7]=1.[CH2:34]1[C@@H:38]2[CH2:39][CH2:40][CH:41]([OH:42])[C@@H:37]2[CH2:36][NH:35]1.C(N(CC)CC)C. The catalyst is CN(C=O)C. The product is [OH:42][CH:41]1[C@@H:37]2[CH2:36][N:35]([C:2]3[N:3]=[C:4]([C:23]4[O:24][C:25]([C:28]5[CH:29]=[CH:30][CH:31]=[CH:32][CH:33]=5)=[N:26][N:27]=4)[C:5]([N:8]([C:16]([O:18][C:19]([CH3:20])([CH3:22])[CH3:21])=[O:17])[C:9](=[O:15])[O:10][C:11]([CH3:13])([CH3:14])[CH3:12])=[N:6][CH:7]=3)[CH2:34][C@@H:38]2[CH2:39][CH2:40]1. The yield is 0.830.